The task is: Predict the reactants needed to synthesize the given product.. This data is from Full USPTO retrosynthesis dataset with 1.9M reactions from patents (1976-2016). (1) Given the product [CH3:31][C:27]1[NH:26][C:3]2[CH2:4][CH2:5][C:1](=[O:7])[C:2]=2[CH:18]([C:15]2[CH:16]=[C:17]3[C:12](=[CH:13][CH:14]=2)[NH:11][N:10]=[C:9]3[CH3:8])[C:28]=1[C:29]#[N:30], predict the reactants needed to synthesize it. The reactants are: [C:1]1(=[O:7])[CH2:5][CH2:4][C:3](=O)[CH2:2]1.[CH3:8][C:9]1[C:17]2[C:12](=[CH:13][CH:14]=[C:15]([CH:18]=O)[CH:16]=2)[NH:11][N:10]=1.N1CCCCC1.[NH2:26][C:27]([CH3:31])=[CH:28][C:29]#[N:30]. (2) Given the product [CH2:10]([O:9][C:1](=[O:8])[CH:2]([C:24]1[N:23]([CH3:32])[N:22]=[C:21]([Br:20])[C:25]=1[C:26]([O:28][CH2:29][CH3:30])=[O:27])[C:3]([O:5][CH2:6][CH3:7])=[O:4])[CH3:11], predict the reactants needed to synthesize it. The reactants are: [C:1]([O:9][CH2:10][CH3:11])(=[O:8])[CH2:2][C:3]([O:5][CH2:6][CH3:7])=[O:4].CN(C)C(=O)C.[H-].[Na+].[Br:20][C:21]1[C:25]([C:26]([O:28][CH2:29][CH3:30])=[O:27])=[C:24](Br)[N:23]([CH3:32])[N:22]=1. (3) The reactants are: C1CN([P+](ON2N=NC3C=CC=CC2=3)(N2CCCC2)N2CCCC2)CC1.F[P-](F)(F)(F)(F)F.C(N(CC)C(C)C)(C)C.[Cl:43][C:44]1[CH:45]=[CH:46][C:47]2[N:53]3[C:54]([CH:57]([CH3:59])[CH3:58])=[N:55][N:56]=[C:52]3[CH:51]([CH2:60][C:61](O)=[O:62])[O:50][CH:49]([C:64]3[CH:69]=[CH:68][CH:67]=[C:66]([O:70][CH3:71])[C:65]=3[O:72][CH3:73])[C:48]=2[CH:74]=1.[NH:75]1[CH2:79][CH2:78][CH:77]([C:80]([O:82][C:83]([CH3:86])([CH3:85])[CH3:84])=[O:81])[CH2:76]1. Given the product [Cl:43][C:44]1[CH:45]=[CH:46][C:47]2[N:53]3[C:54]([CH:57]([CH3:59])[CH3:58])=[N:55][N:56]=[C:52]3[CH:51]([CH2:60][C:61]([N:75]3[CH2:79][CH2:78][CH:77]([C:80]([O:82][C:83]([CH3:86])([CH3:85])[CH3:84])=[O:81])[CH2:76]3)=[O:62])[O:50][CH:49]([C:64]3[CH:69]=[CH:68][CH:67]=[C:66]([O:70][CH3:71])[C:65]=3[O:72][CH3:73])[C:48]=2[CH:74]=1, predict the reactants needed to synthesize it. (4) Given the product [CH3:28][C:29]([CH3:34])([CH3:33])[CH2:30][CH2:31][N:25]1[CH2:26][CH2:27][CH:22]([O:21][C:16]2[N:15]=[CH:14][N:13]=[C:12]([NH:11][C:8]3[CH:9]=[CH:10][C:5]([S:2]([CH3:1])(=[O:4])=[O:3])=[CH:6][CH:7]=3)[C:17]=2[N+:18]([O-:20])=[O:19])[CH2:23][CH2:24]1, predict the reactants needed to synthesize it. The reactants are: [CH3:1][S:2]([C:5]1[CH:10]=[CH:9][C:8]([NH:11][C:12]2[C:17]([N+:18]([O-:20])=[O:19])=[C:16]([O:21][CH:22]3[CH2:27][CH2:26][NH:25][CH2:24][CH2:23]3)[N:15]=[CH:14][N:13]=2)=[CH:7][CH:6]=1)(=[O:4])=[O:3].[CH3:28][C:29]([CH3:34])([CH3:33])[CH2:30][CH:31]=O.[BH4-].[Na+].